Dataset: Forward reaction prediction with 1.9M reactions from USPTO patents (1976-2016). Task: Predict the product of the given reaction. (1) Given the reactants CS(O)(=O)=O.CS(O)(=O)=O.[NH2:11][C@H:12]1[C:26](=[O:27])[N:25]([CH2:28][C:29]([F:32])([F:31])[F:30])[CH2:24][C:15]2[C:16]3[CH:17]=[N:18][NH:19][C:20]=3[C:21]([Cl:23])=[CH:22][C:14]=2[CH2:13]1.[O:33]=[C:34]1[NH:42][C:37]2=[N:38][CH:39]=[CH:40][CH:41]=[C:36]2[C:35]21[CH2:53][C:45]1[CH:46]=[N:47][C:48]([C:50](O)=[O:51])=[CH:49][C:44]=1[CH2:43]2.C(N(CC)C(C)C)(C)C.C1C=CC2N(O)N=NC=2C=1.C(Cl)CCl, predict the reaction product. The product is: [Cl:23][C:21]1[C:20]2[NH:19][N:18]=[CH:17][C:16]=2[C:15]2[CH2:24][N:25]([CH2:28][C:29]([F:31])([F:30])[F:32])[C:26](=[O:27])[C@H:12]([NH:11][C:50]([C:48]3[N:47]=[CH:46][C:45]4[CH2:53][C:35]5([CH2:43][C:44]=4[CH:49]=3)[C:36]3[C:37](=[N:38][CH:39]=[CH:40][CH:41]=3)[NH:42][C:34]5=[O:33])=[O:51])[CH2:13][C:14]=2[CH:22]=1. (2) Given the reactants [NH2:1][CH:2]1[CH2:11][C:10]2[C:5](=[CH:6][CH:7]=[CH:8][CH:9]=2)[N:4]([CH2:12][C@@H:13]([OH:16])[CH2:14][OH:15])[C:3]1=[O:17].[Cl:18][C:19]1[S:26][C:25]2[CH:24]=[C:23]([C:27](O)=[O:28])[NH:22][C:21]=2[C:20]=1[Cl:30], predict the reaction product. The product is: [Cl:18][C:19]1[S:26][C:25]2[CH:24]=[C:23]([C:27]([NH:1][CH:2]3[CH2:11][C:10]4[C:5](=[CH:6][CH:7]=[CH:8][CH:9]=4)[N:4]([CH2:12][C@@H:13]([OH:16])[CH2:14][OH:15])[C:3]3=[O:17])=[O:28])[NH:22][C:21]=2[C:20]=1[Cl:30].